This data is from NCI-60 drug combinations with 297,098 pairs across 59 cell lines. The task is: Regression. Given two drug SMILES strings and cell line genomic features, predict the synergy score measuring deviation from expected non-interaction effect. Drug 1: CC1OCC2C(O1)C(C(C(O2)OC3C4COC(=O)C4C(C5=CC6=C(C=C35)OCO6)C7=CC(=C(C(=C7)OC)O)OC)O)O. Drug 2: C#CCC(CC1=CN=C2C(=N1)C(=NC(=N2)N)N)C3=CC=C(C=C3)C(=O)NC(CCC(=O)O)C(=O)O. Cell line: 786-0. Synergy scores: CSS=15.0, Synergy_ZIP=-14.0, Synergy_Bliss=-17.3, Synergy_Loewe=-19.4, Synergy_HSA=-14.8.